This data is from Forward reaction prediction with 1.9M reactions from USPTO patents (1976-2016). The task is: Predict the product of the given reaction. (1) Given the reactants Br[C:2]1[CH:7]=[C:6]([Cl:8])[C:5]([OH:9])=[C:4]([Cl:10])[CH:3]=1.CC([O-])=O.[K+].[B:16]1([B:16]2[O:20][C:19]([CH3:22])([CH3:21])[C:18]([CH3:24])([CH3:23])[O:17]2)[O:20][C:19]([CH3:22])([CH3:21])[C:18]([CH3:24])([CH3:23])[O:17]1, predict the reaction product. The product is: [Cl:8][C:6]1[CH:7]=[C:2]([B:16]2[O:20][C:19]([CH3:22])([CH3:21])[C:18]([CH3:24])([CH3:23])[O:17]2)[CH:3]=[C:4]([Cl:10])[C:5]=1[OH:9]. (2) Given the reactants [NH2:1][C:2]1[S:6][N:5]=[C:4](/[C:7](=[N:37]/[O:38][C:39]([C:42]([OH:44])=[O:43])([CH3:41])[CH3:40])/[C:8]([NH:10][C@@H:11]2[C:35](=[O:36])[N:13]3[C:14]([C:32]([O-:34])=[O:33])=[C:15]([CH2:18][N+:19]4[N:20]([CH3:31])[C:21]([NH2:30])=[C:22]([CH2:24][CH2:25][CH2:26][NH:27]C=O)[CH:23]=4)[CH2:16][S:17][C@H:12]23)=[O:9])[N:3]=1.Cl.C(=O)([O-])O.[Na+], predict the reaction product. The product is: [NH2:1][C:2]1[S:6][N:5]=[C:4](/[C:7](=[N:37]/[O:38][C:39]([C:42]([OH:44])=[O:43])([CH3:40])[CH3:41])/[C:8]([NH:10][C@@H:11]2[C:35](=[O:36])[N:13]3[C:14]([C:32]([O-:34])=[O:33])=[C:15]([CH2:18][N+:19]4[N:20]([CH3:31])[C:21]([NH2:30])=[C:22]([CH2:24][CH2:25][CH2:26][NH2:27])[CH:23]=4)[CH2:16][S:17][C@H:12]23)=[O:9])[N:3]=1. (3) The product is: [F:1][C:2]1[CH:7]=[CH:6][C:5]([N:8]2[C:16]3[C:11](=[CH:12][C:13]([O:17][C@H:18]([C:22]4[CH:27]=[CH:26][C:25]([C:28]([F:29])([F:31])[F:30])=[CH:24][CH:23]=4)[C@@H:19]([NH:21][C:34](=[O:35])[C@H:33]([OH:32])[CH3:37])[CH3:20])=[CH:14][CH:15]=3)[CH:10]=[N:9]2)=[CH:4][CH:3]=1. Given the reactants [F:1][C:2]1[CH:7]=[CH:6][C:5]([N:8]2[C:16]3[C:11](=[CH:12][C:13]([O:17][C@H:18]([C:22]4[CH:27]=[CH:26][C:25]([C:28]([F:31])([F:30])[F:29])=[CH:24][CH:23]=4)[C@@H:19]([NH2:21])[CH3:20])=[CH:14][CH:15]=3)[CH:10]=[N:9]2)=[CH:4][CH:3]=1.[OH:32][C@H:33]([CH3:37])[C:34](O)=[O:35], predict the reaction product.